This data is from Forward reaction prediction with 1.9M reactions from USPTO patents (1976-2016). The task is: Predict the product of the given reaction. The product is: [CH2:13]([O:10][C:5]1[CH:6]=[CH:7][CH:8]=[CH:9][C:4]=1[Br:3])[CH:12]=[CH2:11]. Given the reactants [H-].[Na+].[Br:3][C:4]1[CH:9]=[CH:8][CH:7]=[CH:6][C:5]=1[OH:10].[CH2:11](Br)[CH:12]=[CH2:13], predict the reaction product.